Task: Predict which catalyst facilitates the given reaction.. Dataset: Catalyst prediction with 721,799 reactions and 888 catalyst types from USPTO (1) Reactant: [N:1]1[C:11]2[C:6](=[CH:7][CH:8]=[CH:9][CH:10]=2)[C:4]([CH3:5])=[CH:3][CH:2]=1.[N:12]1[CH:17]=[CH:16][CH:15]=[CH:14][C:13]=1[C:18](OCC)=[O:19].C[Si]([N-][Si](C)(C)C)(C)C.[K+]. Product: [N:12]1[CH:17]=[CH:16][CH:15]=[CH:14][C:13]=1[C:18](=[O:19])[CH2:5][C:4]1[C:6]2[C:11](=[CH:10][CH:9]=[CH:8][CH:7]=2)[N:1]=[CH:2][CH:3]=1. The catalyst class is: 207. (2) Reactant: CN(C=O)C.C(Br)(=O)C([Br:9])=O.[O:12]=[C:13]1[CH2:18][C:17](=O)[CH2:16][CH2:15][N:14]1[CH:20]1[CH2:25][CH2:24][N:23]([C:26]([O:28][CH2:29][C:30]2[CH:35]=[CH:34][CH:33]=[CH:32][CH:31]=2)=[O:27])[CH2:22][CH2:21]1. Product: [Br:9][C:17]1[CH2:16][CH2:15][N:14]([CH:20]2[CH2:25][CH2:24][N:23]([C:26]([O:28][CH2:29][C:30]3[CH:35]=[CH:34][CH:33]=[CH:32][CH:31]=3)=[O:27])[CH2:22][CH2:21]2)[C:13](=[O:12])[CH:18]=1. The catalyst class is: 2. (3) Reactant: C[O:2][C:3](=[O:18])[CH2:4][NH:5][C:6]([C:8]1[CH:17]=[CH:16][C:15]2[C:10](=[CH:11][CH:12]=[CH:13][CH:14]=2)[CH:9]=1)=[O:7].[OH-].[Na+].Cl.CO. Product: [CH:9]1[C:10]2[C:15](=[CH:14][CH:13]=[CH:12][CH:11]=2)[CH:16]=[CH:17][C:8]=1[C:6]([NH:5][CH2:4][C:3]([OH:18])=[O:2])=[O:7]. The catalyst class is: 6. (4) Reactant: [CH3:1][O:2][C:3](=[O:12])[CH2:4][C:5]1[CH:10]=[CH:9][C:8](Br)=[CH:7][CH:6]=1.C1(P(C2CCCCC2)C2C=CC=CC=2C2C(OC)=CC=CC=2OC)CCCCC1.P([O-])([O-])([O-])=O.[K+].[K+].[K+].[CH2:50]([C:52]([C:71]1[CH:76]=[CH:75][C:74]([CH2:77][CH2:78][C:79]([C:85]([F:88])([F:87])[F:86])([OH:84])[C:80]([F:83])([F:82])[F:81])=[C:73]([CH3:89])[CH:72]=1)([C:55]1[CH:60]=[CH:59][C:58](B2OC(C)(C)C(C)(C)O2)=[C:57]([CH3:70])[CH:56]=1)[CH2:53][CH3:54])[CH3:51].[Cl-].[NH4+]. Product: [CH3:1][O:2][C:3](=[O:12])[CH2:4][C:5]1[CH:10]=[CH:9][C:8]([C:58]2[CH:59]=[CH:60][C:55]([C:52]([CH2:53][CH3:54])([C:71]3[CH:76]=[CH:75][C:74]([CH2:77][CH2:78][C:79]([OH:84])([C:85]([F:87])([F:88])[F:86])[C:80]([F:83])([F:82])[F:81])=[C:73]([CH3:89])[CH:72]=3)[CH2:50][CH3:51])=[CH:56][C:57]=2[CH3:70])=[CH:7][CH:6]=1. The catalyst class is: 493.